Dataset: Catalyst prediction with 721,799 reactions and 888 catalyst types from USPTO. Task: Predict which catalyst facilitates the given reaction. (1) Reactant: Cl.[Cl:2][C:3]1[N:8]=[C:7]2[N:9]=[C:10]([C:12]3[N:13]=[C:14]([CH2:17][C:18]4[CH:23]=[C:22]([Cl:24])[CH:21]=[CH:20][C:19]=4[O:25][CH2:26][C:27]4[CH:32]=[CH:31][CH:30]=[CH:29][CH:28]=4)[S:15][CH:16]=3)[NH:11][C:6]2=[CH:5][CH:4]=1.[CH3:33][N:34]1[CH2:39][CH2:38][NH:37][CH2:36][CH2:35]1. Product: [ClH:2].[Cl:24][C:22]1[CH:21]=[CH:20][C:19]([O:25][CH2:26][C:27]2[CH:32]=[CH:31][CH:30]=[CH:29][CH:28]=2)=[C:18]([CH2:17][C:14]2[S:15][CH:16]=[C:12]([C:10]3[NH:11][C:6]4[C:7]([N:9]=3)=[N:8][C:3]([N:37]3[CH2:38][CH2:39][N:34]([CH3:33])[CH2:35][CH2:36]3)=[CH:4][CH:5]=4)[N:13]=2)[CH:23]=1. The catalyst class is: 264. (2) The catalyst class is: 11. Reactant: [CH3:1][O:2][C:3]1[CH:8]=[C:7]([CH3:9])[CH:6]=[C:5]([C:10]2[C:11]([OH:18])=[C:12]([CH3:17])[CH:13]=[C:14]([CH3:16])[CH:15]=2)[C:4]=1[OH:19].C(N(CC)CC)C.Cl[P:28](Cl)[O:29][CH:30]1[CH:35]([CH:36]([CH3:38])[CH3:37])[CH2:34][CH2:33][CH:32]([CH3:39])[CH2:31]1. Product: [CH:36]([CH:35]1[CH2:34][CH2:33][CH:32]([CH3:39])[CH2:31][CH:30]1[O:29][P:28]1[O:19][C:4]2[C:3]([O:2][CH3:1])=[CH:8][C:7]([CH3:9])=[CH:6][C:5]=2[C:10]2[CH:15]=[C:14]([CH3:16])[CH:13]=[C:12]([CH3:17])[C:11]=2[O:18]1)([CH3:38])[CH3:37].